This data is from Catalyst prediction with 721,799 reactions and 888 catalyst types from USPTO. The task is: Predict which catalyst facilitates the given reaction. (1) Reactant: [CH:1]1([C:4]2[C:13]([I:14])=[CH:12][C:7]([C:8]([O:10]C)=[O:9])=[C:6]([CH3:15])[CH:5]=2)[CH2:3][CH2:2]1.[OH-].[Na+]. Product: [CH:1]1([C:4]2[C:13]([I:14])=[CH:12][C:7]([C:8]([OH:10])=[O:9])=[C:6]([CH3:15])[CH:5]=2)[CH2:2][CH2:3]1. The catalyst class is: 24. (2) Reactant: FC(F)(F)C(O)=O.C(OC([NH:15][C@H:16]([CH2:61][CH2:62][CH2:63][CH2:64][NH:65][C:66](=[O:71])[C:67]([F:70])([F:69])[F:68])[C:17]([O:19][C@H:20]1[C@@H:24]([OH:25])[C@H:23]([N:26]2[CH:34]=[N:33][C:32]3[C:27]2=[N:28][CH:29]=[N:30][C:31]=3[NH2:35])[O:22][C@H:21]1[CH2:36][O:37][P:38]([O:41][C@H:42]1[CH2:46][C@H:45]([N:47]2[CH:52]=[CH:51][C:50]([NH2:53])=[N:49][C:48]2=[O:54])[O:44][C@@H:43]1[CH2:55][O:56][P:57]([OH:60])([OH:59])=[O:58])([OH:40])=[O:39])=[O:18])=O)(C)(C)C. Product: [NH2:15][C@H:16]([CH2:61][CH2:62][CH2:63][CH2:64][NH:65][C:66](=[O:71])[C:67]([F:68])([F:70])[F:69])[C:17]([O:19][C@H:20]1[C@@H:24]([OH:25])[C@H:23]([N:26]2[CH:34]=[N:33][C:32]3[C:27]2=[N:28][CH:29]=[N:30][C:31]=3[NH2:35])[O:22][C@H:21]1[CH2:36][O:37][P:38]([O:41][C@H:42]1[CH2:46][C@H:45]([N:47]2[CH:52]=[CH:51][C:50]([NH2:53])=[N:49][C:48]2=[O:54])[O:44][C@@H:43]1[CH2:55][O:56][P:57]([OH:59])([OH:60])=[O:58])([OH:40])=[O:39])=[O:18]. The catalyst class is: 4. (3) Reactant: [C:12]([O:11][C:9](O[C:9]([O:11][C:12]([CH3:15])([CH3:14])[CH3:13])=[O:10])=[O:10])([CH3:15])([CH3:14])[CH3:13].[NH2:16][C:17]1[CH:22]=[CH:21][CH:20]=[CH:19][C:18]=1[OH:23]. Product: [OH:23][C:18]1[CH:19]=[CH:20][CH:21]=[CH:22][C:17]=1[NH:16][C:9](=[O:10])[O:11][C:12]([CH3:13])([CH3:14])[CH3:15]. The catalyst class is: 1. (4) Reactant: [NH:1]1[C:5]([C:6]2[CH:7]=[N:8][C:9]([N:12]3[CH2:17][CH2:16][CH:15]([OH:18])[CH2:14][CH2:13]3)=[N:10][CH:11]=2)=[N:4][N:3]=[N:2]1.C(N(CC)CC)C.Br[CH2:27][C:28]([O:30][CH2:31][CH3:32])=[O:29]. Product: [OH:18][CH:15]1[CH2:14][CH2:13][N:12]([C:9]2[N:8]=[CH:7][C:6]([C:5]3[N:4]=[N:3][N:2]([CH2:27][C:28]([O:30][CH2:31][CH3:32])=[O:29])[N:1]=3)=[CH:11][N:10]=2)[CH2:17][CH2:16]1. The catalyst class is: 1. (5) Reactant: [NH:1]1[CH:5]=[CH:4][N:3]=[C:2]1[C:6]1[NH:7][CH:8]=[CH:9][N:10]=1.Br[C:12]1[CH:13]=[CH:14][C:15]2[N:16]([C:25]3[CH:30]=[CH:29][CH:28]=[CH:27][N:26]=3)[C:17]3[C:22]([C:23]=2[CH:24]=1)=[CH:21][CH:20]=[CH:19][CH:18]=3.C([O-])([O-])=O.[Cs+].[Cs+]. Product: [N:26]1[CH:27]=[CH:28][CH:29]=[CH:30][C:25]=1[N:16]1[C:17]2[CH:18]=[CH:19][C:20]([N:1]3[CH:5]=[CH:4][N:3]=[C:2]3[C:6]3[N:10]([C:20]4[CH:19]=[CH:18][C:17]5[N:16]([C:25]6[CH:30]=[CH:29][CH:28]=[CH:27][N:26]=6)[C:15]6[C:23]([C:22]=5[CH:21]=4)=[CH:24][CH:12]=[CH:13][CH:14]=6)[CH:9]=[CH:8][N:7]=3)=[CH:21][C:22]=2[C:23]2[C:15]1=[CH:14][CH:13]=[CH:12][CH:24]=2. The catalyst class is: 3. (6) Reactant: [CH:1]1([C:5]2[CH:10]=[C:9]([CH3:11])[C:8]([C:12]([O:14][CH3:15])=[O:13])=[CH:7][C:6]=2[C:16]2[NH:32][C:19]3[CH2:20][CH2:21][N:22](C(OC(C)(C)C)=O)[CH2:23][CH2:24][C:18]=3[N:17]=2)[CH2:4][CH2:3][CH2:2]1.[ClH:33]. Product: [ClH:33].[CH:1]1([C:5]2[C:6]([C:16]3[NH:17][C:18]4[CH2:24][CH2:23][NH:22][CH2:21][CH2:20][C:19]=4[N:32]=3)=[CH:7][C:8]([C:12]([O:14][CH3:15])=[O:13])=[C:9]([CH3:11])[CH:10]=2)[CH2:2][CH2:3][CH2:4]1. The catalyst class is: 25. (7) Reactant: [Cl:1][C:2]1[C:3]([F:20])=[C:4]([C@@H:14]2[CH2:18][NH:17][C:16](=[O:19])[CH2:15]2)[C:5]([O:11][CH2:12][CH3:13])=[C:6]([CH:8]([OH:10])[CH3:9])[CH:7]=1.N1CCCC1=O.ClC1C(F)=C([C@@H]2CNC(=O)C2)C(OCC)=C([C@H](O)C)C=1.CC(OI1(OC(C)=O)(OC(C)=O)OC(=O)C2C=CC=CC1=2)=O.S([O-])([O-])=O.[Na+].[Na+].[OH-].[Na+]. Product: [C:8]([C:6]1[C:5]([O:11][CH2:12][CH3:13])=[C:4]([C@@H:14]2[CH2:18][NH:17][C:16](=[O:19])[CH2:15]2)[C:3]([F:20])=[C:2]([Cl:1])[CH:7]=1)(=[O:10])[CH3:9]. The catalyst class is: 46.